This data is from Catalyst prediction with 721,799 reactions and 888 catalyst types from USPTO. The task is: Predict which catalyst facilitates the given reaction. Reactant: [NH:1]([C:5]1[CH:13]=[CH:12][C:8]([C:9]([OH:11])=[O:10])=[CH:7][CH:6]=1)[C:2]([NH2:4])=[NH:3].S(Cl)(Cl)=O.[CH3:18]O. Product: [CH3:18][O:10][C:9](=[O:11])[C:8]1[CH:12]=[CH:13][C:5]([NH:1][C:2]([NH2:4])=[NH:3])=[CH:6][CH:7]=1. The catalyst class is: 4.